This data is from Peptide-MHC class I binding affinity with 185,985 pairs from IEDB/IMGT. The task is: Regression. Given a peptide amino acid sequence and an MHC pseudo amino acid sequence, predict their binding affinity value. This is MHC class I binding data. The peptide sequence is RQFPTAFIF. The MHC is Mamu-B3901 with pseudo-sequence Mamu-B3901. The binding affinity (normalized) is 0.537.